Dataset: Peptide-MHC class II binding affinity with 134,281 pairs from IEDB. Task: Regression. Given a peptide amino acid sequence and an MHC pseudo amino acid sequence, predict their binding affinity value. This is MHC class II binding data. (1) The peptide sequence is AGWDTVLQSITTILA. The MHC is DRB5_0101 with pseudo-sequence DRB5_0101. The binding affinity (normalized) is 0.0708. (2) The peptide sequence is SLMRGLSSRKRRSHD. The MHC is H-2-IEd with pseudo-sequence H-2-IEd. The binding affinity (normalized) is 0.418.